This data is from Reaction yield outcomes from USPTO patents with 853,638 reactions. The task is: Predict the reaction yield, written as a fraction of the theoretical maximum amount of product (1.0 means a 100% yield; for example, 0.34 means a 34% yield). The reactants are [Cl:1][C:2]1[CH:3]=[CH:4][C:5]([CH3:11])=[C:6]([N:8]=[C:9]=[O:10])[CH:7]=1.S(Cl)(Cl)(=O)=O.N(C(C)(C)C#N)=NC(C)(C)C#N.[Al+3].[Cl-].[Cl-].[Cl-].[CH:33]1[CH:38]=[CH:37][CH:36]=[CH:35][CH:34]=1. The catalyst is C(Cl)(Cl)(Cl)Cl.C(Cl)Cl. The product is [Cl:1][C:2]1[CH:3]=[CH:4][C:5]2[CH2:11][C:34]3[CH:35]=[CH:36][CH:37]=[CH:38][C:33]=3[C:9](=[O:10])[NH:8][C:6]=2[CH:7]=1. The yield is 0.140.